From a dataset of Full USPTO retrosynthesis dataset with 1.9M reactions from patents (1976-2016). Predict the reactants needed to synthesize the given product. (1) Given the product [NH2:20][CH2:19][C:18]([N:14]1[CH2:15][CH2:16][CH2:17][C@H:13]1[C:12]([NH:11][C@H:10]([C:9]([OH:36])=[O:8])[CH2:33][CH2:34][CH3:35])=[O:32])=[O:31], predict the reactants needed to synthesize it. The reactants are: C([O:8][C:9](=[O:36])[C@H:10]([CH2:33][CH2:34][CH3:35])[NH:11][C:12](=[O:32])[C@@H:13]1[CH2:17][CH2:16][CH2:15][N:14]1[C:18](=[O:31])[CH2:19][NH:20]C(OCC1C=CC=CC=1)=O)C1C=CC=CC=1.NCC(O)=O. (2) Given the product [C:9]([O:8][C:7]([NH:6][C@@H:3]1[CH2:4][CH2:5][N:1]([C:15]([O:17][CH2:18][C:19]2[CH:24]=[CH:23][CH:22]=[CH:21][CH:20]=2)=[O:16])[CH2:2]1)=[O:13])([CH3:10])([CH3:12])[CH3:11], predict the reactants needed to synthesize it. The reactants are: [NH:1]1[CH2:5][CH2:4][C@H:3]([NH:6][C:7](=[O:13])[O:8][C:9]([CH3:12])([CH3:11])[CH3:10])[CH2:2]1.Cl[C:15]([O:17][CH2:18][C:19]1[CH:24]=[CH:23][CH:22]=[CH:21][CH:20]=1)=[O:16]. (3) Given the product [NH2:4][C@@H:3]([CH:2]([CH3:1])[C:9]([O:11][CH3:12])=[O:10])[C:5]([OH:7])=[O:6], predict the reactants needed to synthesize it. The reactants are: [CH3:1][CH:2]([C:9]([O:11][CH3:12])=[O:10])[C@@H:3]([C:5]([O:7]C)=[O:6])[NH2:4].[NH4+]=S. (4) Given the product [CH3:2][C:1]1[C:4]2[CH2:9][CH2:8][CH2:7][CH2:6][C:5]=2[N:11]([CH2:13][C:14]2[CH:15]=[CH:16][C:17]([C:20]([N:22]3[CH2:26][CH2:25][CH2:24][CH2:23]3)=[O:21])=[CH:18][CH:19]=2)[N:12]=1, predict the reactants needed to synthesize it. The reactants are: [C:1]([CH:4]1[CH2:9][CH2:8][CH2:7][CH2:6][C:5]1=O)(=O)[CH3:2].[NH:11]([CH2:13][C:14]1[CH:19]=[CH:18][C:17]([C:20]([N:22]2[CH2:26][CH2:25][CH2:24][CH2:23]2)=[O:21])=[CH:16][CH:15]=1)[NH2:12]. (5) Given the product [Br:8][C:9]1[CH:10]=[C:11]([C:15]2([C:23]#[N:24])[CH2:21][C@@H:20]3[N:22]([CH2:37][C:35]([Cl:34])=[CH2:36])[C@@H:17]([CH:18]=[CH:19]3)[CH2:16]2)[CH:12]=[N:13][CH:14]=1, predict the reactants needed to synthesize it. The reactants are: OC(C(F)(F)F)=O.[Br:8][C:9]1[CH:10]=[C:11]([C:15]2([C:23]#[N:24])[CH2:21][C@H:20]3[NH:22][C@H:17]([CH:18]=[CH:19]3)[CH2:16]2)[CH:12]=[N:13][CH:14]=1.CCN(C(C)C)C(C)C.[Cl:34][C:35]([CH2:37]Cl)=[CH2:36]. (6) Given the product [CH2:1]([O:3][C:4]([C:6]1[C:7]([OH:28])=[C:8]2[CH:16]=[CH:15][N:14]([CH2:19][C:20]3[CH:25]=[CH:24][CH:23]=[CH:22][C:21]=3[O:26][CH3:27])[C:9]2=[C:10]([C:12]#[N:13])[N:11]=1)=[O:5])[CH3:2], predict the reactants needed to synthesize it. The reactants are: [CH2:1]([O:3][C:4]([C:6]1[C:7]([OH:28])=[C:8]2[C:16](Br)=[C:15](Br)[N:14]([CH2:19][C:20]3[CH:25]=[CH:24][CH:23]=[CH:22][C:21]=3[O:26][CH3:27])[C:9]2=[C:10]([C:12]#[N:13])[N:11]=1)=[O:5])[CH3:2].C([O-])=O.[NH4+]. (7) Given the product [F:32][C:23]1[CH:22]=[C:21]([CH:16]([NH:15][C:11]([C:10]2[CH:9]=[N:8][N:6]3[CH:7]=[C:2]([CH3:1])[CH:3]=[N:4][C:5]=23)=[O:13])[C:17]([OH:19])([CH3:20])[CH3:18])[CH:26]=[CH:25][C:24]=1[O:27][C:28]([F:31])([F:30])[F:29], predict the reactants needed to synthesize it. The reactants are: [CH3:1][C:2]1[CH:3]=[N:4][C:5]2[N:6]([N:8]=[CH:9][C:10]=2[C:11]([OH:13])=O)[CH:7]=1.Cl.[NH2:15][CH:16]([C:21]1[CH:26]=[CH:25][C:24]([O:27][C:28]([F:31])([F:30])[F:29])=[C:23]([F:32])[CH:22]=1)[C:17]([CH3:20])([OH:19])[CH3:18].O.ON1C2C=CC=CC=2N=N1.Cl.CN(C)CCCN=C=NCC.